Dataset: Reaction yield outcomes from USPTO patents with 853,638 reactions. Task: Predict the reaction yield, written as a fraction of the theoretical maximum amount of product (1.0 means a 100% yield; for example, 0.34 means a 34% yield). (1) The reactants are C([O:8][C:9]1[CH:10]=[C:11]2[C:15](=[CH:16][CH:17]=1)[N:14]([CH3:18])[C:13]([C:19]([N:21]1[CH2:26][CH2:25][N:24]([C:27]3[CH:32]=[CH:31][CH:30]=[CH:29][C:28]=3[C:33]([CH3:36])([CH3:35])[CH3:34])[CH2:23][CH2:22]1)=[O:20])=[CH:12]2)C1C=CC=CC=1.CO. The catalyst is [C].[Pd].O1CCCC1. The product is [C:33]([C:28]1[CH:29]=[CH:30][CH:31]=[CH:32][C:27]=1[N:24]1[CH2:23][CH2:22][N:21]([C:19]([C:13]2[N:14]([CH3:18])[C:15]3[C:11]([CH:12]=2)=[CH:10][C:9]([OH:8])=[CH:17][CH:16]=3)=[O:20])[CH2:26][CH2:25]1)([CH3:36])([CH3:34])[CH3:35]. The yield is 0.800. (2) The reactants are [N:1]1[CH:6]=[CH:5][C:4]([CH2:7][C:8]([C:10]2[CH:19]=[CH:18][C:17]3[C:12](=[CH:13][CH:14]=[CH:15][CH:16]=3)[CH:11]=2)=[O:9])=[CH:3][CH:2]=1.[H-].[Na+].Br[CH2:23][C:24]([O:26][CH2:27][CH3:28])=[O:25].[Cl-].[NH4+]. The catalyst is O1CCOCC1.C(OCC)(=O)C. The product is [N:1]1[CH:6]=[CH:5][C:4]([CH:7]([C:8]([C:10]2[CH:19]=[CH:18][C:17]3[C:12](=[CH:13][CH:14]=[CH:15][CH:16]=3)[CH:11]=2)=[O:9])[CH2:23][C:24]([O:26][CH2:27][CH3:28])=[O:25])=[CH:3][CH:2]=1. The yield is 0.600. (3) The reactants are [C:1]([CH2:3][C:4]([N:6]([C:14]1[CH:19]=[CH:18][C:17]([C:20]2([C:24]#[N:25])[CH2:23][CH2:22][CH2:21]2)=[CH:16][CH:15]=1)[CH2:7][CH2:8][C:9]([O:11]CC)=O)=[O:5])#[N:2].N12CCCN=C1CCCCC2. The catalyst is CO. The product is [C:24]([C:20]1([C:17]2[CH:18]=[CH:19][C:14]([N:6]3[CH2:7][CH2:8][C:9]([OH:11])=[C:3]([C:1]#[N:2])[C:4]3=[O:5])=[CH:15][CH:16]=2)[CH2:23][CH2:22][CH2:21]1)#[N:25]. The yield is 0.440.